From a dataset of Peptide-MHC class II binding affinity with 134,281 pairs from IEDB. Regression. Given a peptide amino acid sequence and an MHC pseudo amino acid sequence, predict their binding affinity value. This is MHC class II binding data. (1) The peptide sequence is TDDNEEPIAPYHFDL. The MHC is HLA-DQA10501-DQB10301 with pseudo-sequence HLA-DQA10501-DQB10301. The binding affinity (normalized) is 0.272. (2) The peptide sequence is AYVLLSEKKISSIQS. The MHC is DRB5_0101 with pseudo-sequence DRB5_0101. The binding affinity (normalized) is 0.222. (3) The peptide sequence is ASRELERFAVNPGLL. The MHC is DRB1_0405 with pseudo-sequence DRB1_0405. The binding affinity (normalized) is 0.521.